Dataset: Catalyst prediction with 721,799 reactions and 888 catalyst types from USPTO. Task: Predict which catalyst facilitates the given reaction. Reactant: [Si:1]([O:8][C@@H:9]1[C:13](=[O:14])[CH2:12][N:11]([C:15]([O:17][C:18]([CH3:21])([CH3:20])[CH3:19])=[O:16])[CH2:10]1)([C:4]([CH3:7])([CH3:6])[CH3:5])([CH3:3])[CH3:2].[CH2:22]([Mg]Br)[CH:23]=[CH2:24]. Product: [OH:14][C@@:13]1([CH2:24][CH:23]=[CH2:22])[C@@H:9]([O:8][Si:1]([C:4]([CH3:7])([CH3:6])[CH3:5])([CH3:3])[CH3:2])[CH2:10][N:11]([C:15]([O:17][C:18]([CH3:21])([CH3:20])[CH3:19])=[O:16])[CH2:12]1. The catalyst class is: 1.